From a dataset of Human liver microsome stability data. Regression/Classification. Given a drug SMILES string, predict its absorption, distribution, metabolism, or excretion properties. Task type varies by dataset: regression for continuous measurements (e.g., permeability, clearance, half-life) or binary classification for categorical outcomes (e.g., BBB penetration, CYP inhibition). Dataset: hlm. (1) The compound is CC[C@@H]1/C=C(\C)C[C@H](C)C[C@H](OC)[C@H]2O[C@@](O)(C(=O)C(=O)N3CCCC[C@H]3C(=O)O[C@H](/C(C)=C/C3CCOCC3)[C@H](C)[C@@H](O)CC1=O)[C@H](C)C[C@@H]2OC. The result is 1 (stable in human liver microsomes). (2) The molecule is CCCCCOC(=O)[C@@H](NP(=O)(CO[C@H](CO)Cn1cnc2c(N)ncnc21)N[C@H](C(=O)OCCCCC)C(C)C)C(C)C. The result is 1 (stable in human liver microsomes). (3) The drug is N#CCC(=O)N1CCC(n2cnc3cnc4[nH]ccc4c32)CC1. The result is 0 (unstable in human liver microsomes). (4) The molecule is CC(C)(C)CCN1C(=O)C(=C2NS(=O)(=O)c3c(CCS(C)(=O)=O)cccc32)C(=O)[C@@H]1C(C)(C)C. The result is 0 (unstable in human liver microsomes). (5) The compound is O=C(O)CCNc1nc(N2CCc3ccccc3CC2)cc(-n2nccn2)n1. The result is 0 (unstable in human liver microsomes). (6) The molecule is CC1Cc2cc(S(=O)(=O)c3ccc4c(c3)OCCO4)ccc2N1S(C)(=O)=O. The result is 0 (unstable in human liver microsomes).